From a dataset of Hepatocyte clearance measurements from AstraZeneca. Regression/Classification. Given a drug SMILES string, predict its absorption, distribution, metabolism, or excretion properties. Task type varies by dataset: regression for continuous measurements (e.g., permeability, clearance, half-life) or binary classification for categorical outcomes (e.g., BBB penetration, CYP inhibition). For this dataset (clearance_hepatocyte_az), we predict log10(clearance) (log10 of the in vitro intrinsic clearance, CLint, in uL/min per 10^6 hepatocytes; values are censored to the assay range of 3 to 150, which is 0.477 to 2.18 on this log10 scale). (1) The drug is NC(=O)COc1cc(-c2cccc3c(=O)cc(N4CCOCC4)oc23)ccc1NC(=O)CN1CCOCC1. The log10(clearance) is 0.480. (2) The drug is Cc1cc(OCCCS(C)(=O)=O)cc(C)c1-c1cccc(COc2ccc3c(c2)OC[C@H]3CC(=O)O)c1. The log10(clearance) is 1.00.